Dataset: Full USPTO retrosynthesis dataset with 1.9M reactions from patents (1976-2016). Task: Predict the reactants needed to synthesize the given product. Given the product [OH:1][C:2]1[CH:3]=[C:4]([C:8]2[N:9]=[C:10]([N:26]3[CH2:27][CH2:28][O:29][CH2:30][CH2:31]3)[C:11]3[N:16]=[N:15][N:14]([C:17]4[CH:18]=[C:19]([CH:23]=[CH:24][CH:25]=4)[C:20]([NH2:32])=[O:21])[C:12]=3[N:13]=2)[CH:5]=[CH:6][CH:7]=1, predict the reactants needed to synthesize it. The reactants are: [OH:1][C:2]1[CH:3]=[C:4]([C:8]2[N:9]=[C:10]([N:26]3[CH2:31][CH2:30][O:29][CH2:28][CH2:27]3)[C:11]3[N:16]=[N:15][N:14]([C:17]4[CH:18]=[C:19]([CH:23]=[CH:24][CH:25]=4)[C:20](O)=[O:21])[C:12]=3[N:13]=2)[CH:5]=[CH:6][CH:7]=1.[NH3:32].